This data is from Reaction yield outcomes from USPTO patents with 853,638 reactions. The task is: Predict the reaction yield, written as a fraction of the theoretical maximum amount of product (1.0 means a 100% yield; for example, 0.34 means a 34% yield). (1) The reactants are [C:1]([O:5][C:6]([NH:8][C@@H:9]([CH3:12])[CH2:10][OH:11])=[O:7])([CH3:4])([CH3:3])[CH3:2].CC(OI1(OC(C)=O)(OC(C)=O)OC(=O)C2C=CC=CC1=2)=O.S(=O)(O)[O-].[Na+]. The catalyst is C(Cl)Cl.C(OCC)(=O)C. The product is [C:1]([O:5][C:6]([NH:8][C@@H:9]([CH3:12])[CH:10]=[O:11])=[O:7])([CH3:4])([CH3:3])[CH3:2]. The yield is 0.920. (2) The yield is 0.857. The catalyst is [I-].C([N+](CCCC)(CCCC)CCCC)CCC.O1CCOCC1. The reactants are [N+:1]([C:4]1[CH:5]=[C:6]([C:10]2[CH2:11][CH2:12][NH:13][CH2:14][CH:15]=2)[CH:7]=[CH:8][CH:9]=1)([O-:3])=[O:2].Br[CH2:17][CH2:18][CH2:19][NH:20][C:21](=[O:27])[O:22][C:23]([CH3:26])([CH3:25])[CH3:24].C([O-])([O-])=O.[K+].[K+].C(N(C(C)C)CC)(C)C. The product is [N+:1]([C:4]1[CH:5]=[C:6]([C:10]2[CH2:15][CH2:14][N:13]([CH2:17][CH2:18][CH2:19][NH:20][C:21](=[O:27])[O:22][C:23]([CH3:26])([CH3:25])[CH3:24])[CH2:12][CH:11]=2)[CH:7]=[CH:8][CH:9]=1)([O-:3])=[O:2]. (3) The reactants are [Cl:1][C:2]1[CH:3]=[CH:4][C:5]([NH2:23])=[C:6]2[C:10]=1[N:9]=[C:8]1[N:11]([C:15]3[CH:20]=[CH:19][C:18]([Cl:21])=[CH:17][C:16]=3[Cl:22])[CH2:12][CH2:13][CH2:14][N:7]21.C(O[C:27]1(O[Si](C)(C)C)[CH2:29][CH2:28]1)C.[C:35]([BH3-])#N.[Na+].[C:39](O)(=O)[CH3:40]. The catalyst is CO.C(OCC)(=O)C. The product is [Cl:1][C:2]1[CH:3]=[CH:4][C:5]([N:23]([CH:27]2[CH2:28][CH2:29]2)[CH:40]2[CH2:39][CH2:35]2)=[C:6]2[C:10]=1[N:9]=[C:8]1[N:11]([C:15]3[CH:20]=[CH:19][C:18]([Cl:21])=[CH:17][C:16]=3[Cl:22])[CH2:12][CH2:13][CH2:14][N:7]21. The yield is 0.190. (4) The reactants are [CH3:1][C:2]1([CH3:10])[O:7][C:6](=[O:8])[CH2:5][C:4](=[O:9])[O:3]1.[C:11](=S)=[S:12].C(N(CC)CC)C.IC.[CH3:23][S:24]([CH3:26])=O. No catalyst specified. The product is [CH3:23][S:24][C:26]([S:12][CH3:11])=[C:5]1[C:6](=[O:8])[O:7][C:2]([CH3:10])([CH3:1])[O:3][C:4]1=[O:9]. The yield is 0.288. (5) The reactants are Br[C:2]1[N:3]=[C:4]2[N:11]([CH2:12][CH2:13][CH:14]3[CH2:19][CH2:18][O:17][CH2:16][CH2:15]3)[CH2:10][C:9](=[O:20])[NH:8][C:5]2=[N:6][CH:7]=1.CC1(C)C(C)(C)OB([C:29]2[CH:34]=[CH:33][C:32]([C:35]([OH:38])([CH3:37])[CH3:36])=[CH:31][CH:30]=2)O1.C(=O)([O-])[O-].[Na+].[Na+]. The catalyst is CN(C)C=O.O.C1C=CC(P(C2C=CC=CC=2)[C-]2C=CC=C2)=CC=1.C1C=CC(P(C2C=CC=CC=2)[C-]2C=CC=C2)=CC=1.Cl[Pd]Cl.[Fe+2]. The product is [OH:38][C:35]([C:32]1[CH:33]=[CH:34][C:29]([C:2]2[N:3]=[C:4]3[N:11]([CH2:12][CH2:13][CH:14]4[CH2:19][CH2:18][O:17][CH2:16][CH2:15]4)[CH2:10][C:9](=[O:20])[NH:8][C:5]3=[N:6][CH:7]=2)=[CH:30][CH:31]=1)([CH3:37])[CH3:36]. The yield is 0.250. (6) The reactants are Br[CH2:2][C:3]1[CH:8]=[CH:7][CH:6]=[C:5]([CH2:9][Br:10])[CH:4]=1.[CH3:11][P:12]([O:16]CC)[O:13][CH2:14][CH3:15].O. The catalyst is CN(C=O)C. The product is [Br:10][CH2:9][C:5]1[CH:4]=[C:3]([CH:8]=[CH:7][CH:6]=1)[CH2:2][P:12]([CH3:11])(=[O:16])[O:13][CH2:14][CH3:15]. The yield is 0.440. (7) The reactants are [CH3:1][Si:2]([CH3:29])([CH3:28])[CH2:3][CH2:4][O:5][CH2:6][N:7]1[C:11]2[N:12]=[CH:13][N:14]=[C:15]([C:16]3[CH:17]=[N:18][N:19]([C:21]4([CH2:25][C:26]#[N:27])[CH2:24][NH:23][CH2:22]4)[CH:20]=3)[C:10]=2[CH:9]=[CH:8]1.[CH2:30]([S:32](Cl)(=[O:34])=[O:33])[CH3:31]. The catalyst is C(OCC)(=O)C. The product is [CH2:30]([S:32]([N:23]1[CH2:22][C:21]([CH2:25][C:26]#[N:27])([N:19]2[CH:20]=[C:16]([C:15]3[C:10]4[CH:9]=[CH:8][N:7]([CH2:6][O:5][CH2:4][CH2:3][Si:2]([CH3:28])([CH3:1])[CH3:29])[C:11]=4[N:12]=[CH:13][N:14]=3)[CH:17]=[N:18]2)[CH2:24]1)(=[O:34])=[O:33])[CH3:31]. The yield is 0.768.